This data is from Reaction yield outcomes from USPTO patents with 853,638 reactions. The task is: Predict the reaction yield, written as a fraction of the theoretical maximum amount of product (1.0 means a 100% yield; for example, 0.34 means a 34% yield). (1) The reactants are [CH:1]1([NH:6][CH:7]2[CH2:10][N:9]([C:11]([C:13]3[CH:14]=[C:15]([CH:28]=[CH:29][C:30]=3[F:31])[CH2:16][C:17]3[C:26]4[C:21](=[CH:22][CH:23]=[CH:24][CH:25]=4)[C:20](=[O:27])[NH:19][N:18]=3)=[O:12])[CH2:8]2)[CH2:5][CH2:4][CH2:3][CH2:2]1.[ClH:32]. No catalyst specified. The product is [ClH:32].[CH:1]1([NH:6][CH:7]2[CH2:10][N:9]([C:11]([C:13]3[CH:14]=[C:15]([CH:28]=[CH:29][C:30]=3[F:31])[CH2:16][C:17]3[C:26]4[C:21](=[CH:22][CH:23]=[CH:24][CH:25]=4)[C:20](=[O:27])[NH:19][N:18]=3)=[O:12])[CH2:8]2)[CH2:5][CH2:4][CH2:3][CH2:2]1. The yield is 0.900. (2) The reactants are [C:1]([Si:5]([CH3:41])([CH3:40])[O:6][CH:7]1[CH2:25][CH:24]2[N:9]([C:10](=[O:39])[N:11]([CH2:30][C:31]3[CH:36]=[CH:35][C:34]([O:37][CH3:38])=[CH:33][CH:32]=3)[CH2:12][CH2:13][CH2:14][CH2:15][CH2:16][CH:17]=[CH:18][CH:19]3[C:21]([C:27]([OH:29])=O)([NH:22][C:23]2=[O:26])[CH2:20]3)[CH2:8]1)([CH3:4])([CH3:3])[CH3:2].C1N=CN(C(N2C=NC=C2)=O)C=1.[CH:54]1([S:57]([NH2:60])(=[O:59])=[O:58])[CH2:56][CH2:55]1.C1CCN2C(=NCCC2)CC1. The catalyst is C1COCC1. The product is [C:1]([Si:5]([CH3:41])([CH3:40])[O:6][CH:7]1[CH2:25][CH:24]2[N:9]([C:10](=[O:39])[N:11]([CH2:30][C:31]3[CH:36]=[CH:35][C:34]([O:37][CH3:38])=[CH:33][CH:32]=3)[CH2:12][CH2:13][CH2:14][CH2:15][CH2:16][CH:17]=[CH:18][CH:19]3[C:21]([C:27]([NH:60][S:57]([CH:54]4[CH2:56][CH2:55]4)(=[O:59])=[O:58])=[O:29])([NH:22][C:23]2=[O:26])[CH2:20]3)[CH2:8]1)([CH3:4])([CH3:2])[CH3:3]. The yield is 0.680. (3) The reactants are Br[C:2]1[S:3][C:4]([NH:18][C:19]([C:21]2[CH:22]=[N:23][N:24]3[CH:29]=[CH:28][CH:27]=[N:26][C:25]=23)=[O:20])=[C:5]([C:7]2[CH:12]=[C:11]([Cl:13])[CH:10]=[CH:9][C:8]=2[O:14][CH:15]([F:17])[F:16])[N:6]=1.CN1CC2C(CNC2)C1.C(P(C(C)(C)C)C(C)(C)C)(C)(C)C.[CH2:52]1[CH2:62][CH2:61][N:60]2[C:55](=[N:56][CH2:57][CH2:58][CH2:59]2)CC1.C1C[O:66][CH2:65]C1. The catalyst is CC1C(P(C2C([CH2-])=CC=CC=2)C2C(C)=CC=CC=2)=CC=CC=1.CC1C(P(C2C([CH2-])=CC=CC=2)C2C(C)=CC=CC=2)=CC=CC=1.CC(O)=O.CC(O)=O.[Pd].[Pd].CO.[C-]#[O+].[C-]#[O+].[C-]#[O+].[C-]#[O+].[C-]#[O+].[C-]#[O+].[Mo]. The product is [Cl:13][C:11]1[CH:10]=[CH:9][C:8]([O:14][CH:15]([F:17])[F:16])=[C:7]([C:5]2[N:6]=[C:2]([C:65]([N:56]3[CH2:57][CH:58]4[CH:62]([CH2:61][N:60]([CH3:55])[CH2:59]4)[CH2:52]3)=[O:66])[S:3][C:4]=2[NH:18][C:19]([C:21]2[CH:22]=[N:23][N:24]3[CH:29]=[CH:28][CH:27]=[N:26][C:25]=23)=[O:20])[CH:12]=1. The yield is 0.0800. (4) The reactants are CC1(C)COB(C2C=CC(OC3CN(C(=O)C)C3)=CC=2)OC1.Br[C:24]1[CH:25]=[C:26]2[C:30](=[CH:31][C:32]=1[Cl:33])[NH:29][CH:28]=[C:27]2[CH:34]=[O:35].C(=O)([O-])[O-].[K+].[K+].C(O)C. The catalyst is C1(C)C=CC=CC=1.C1C=CC(P(C2C=CC=CC=2)[C-]2C=CC=C2)=CC=1.C1C=CC(P(C2C=CC=CC=2)[C-]2C=CC=C2)=CC=1.Cl[Pd]Cl.[Fe+2].C(OCC)(=O)C. The product is [Cl:33][C:32]1[CH:31]=[C:30]2[C:26]([C:27]([CH:34]=[O:35])=[CH:28][NH:29]2)=[CH:25][CH:24]=1. The yield is 0.440. (5) The reactants are C(Cl)(=O)C(Cl)=O.CS(C)=O.[CH:11]([Si:14]([CH:31]([CH3:33])[CH3:32])([CH:28]([CH3:30])[CH3:29])[O:15][C@@H:16]1[C:22]2=[N:23][CH:24]=[CH:25][CH:26]=[C:21]2[CH2:20][C@@H:19]([OH:27])[CH2:18][CH2:17]1)([CH3:13])[CH3:12].C(N(CC)CC)C. The catalyst is C(Cl)Cl.C(OCC)(=O)C.O. The product is [CH:31]([Si:14]([CH:11]([CH3:13])[CH3:12])([CH:28]([CH3:30])[CH3:29])[O:15][C@@H:16]1[C:22]2=[N:23][CH:24]=[CH:25][CH:26]=[C:21]2[CH2:20][C:19](=[O:27])[CH2:18][CH2:17]1)([CH3:33])[CH3:32]. The yield is 0.720.